This data is from Forward reaction prediction with 1.9M reactions from USPTO patents (1976-2016). The task is: Predict the product of the given reaction. (1) Given the reactants [CH3:1][N:2]1[C:10]2[C:5](=[C:6]([O:11][C:12]3[CH:21]=[CH:20][C:19]4[C:14](=[CH:15][CH:16]=[CH:17][CH:18]=4)[CH:13]=3)[CH:7]=[CH:8][CH:9]=2)[C:4]([NH:22]CC(O)=O)=[N:3]1.[OH-].[Na+], predict the reaction product. The product is: [CH3:1][N:2]1[C:10]2[C:5](=[C:6]([O:11][C:12]3[CH:21]=[CH:20][C:19]4[C:14](=[CH:15][CH:16]=[CH:17][CH:18]=4)[CH:13]=3)[CH:7]=[CH:8][CH:9]=2)[C:4]([NH2:22])=[N:3]1. (2) The product is: [C:1]([O:5][C:6](=[O:27])[NH:7][C@@H:8]1[CH2:13][CH2:12][C@H:11]([NH:14][C:15]([O:17][CH2:18][C:19]2[CH:20]=[CH:21][CH:22]=[CH:23][CH:24]=2)=[O:16])[C@H:10]([CH2:25][O:26][CH3:29])[CH2:9]1)([CH3:4])([CH3:2])[CH3:3]. Given the reactants [C:1]([O:5][C:6](=[O:27])[NH:7][C@@H:8]1[CH2:13][CH2:12][C@H:11]([NH:14][C:15]([O:17][CH2:18][C:19]2[CH:24]=[CH:23][CH:22]=[CH:21][CH:20]=2)=[O:16])[C@H:10]([CH2:25][OH:26])[CH2:9]1)([CH3:4])([CH3:3])[CH3:2].I[CH3:29], predict the reaction product.